Dataset: Catalyst prediction with 721,799 reactions and 888 catalyst types from USPTO. Task: Predict which catalyst facilitates the given reaction. (1) Reactant: [Na].[F:2][C:3]1[CH:8]=[CH:7][C:6]([C:9](=[O:11])[CH3:10])=[CH:5][CH:4]=1.[C:12](OCC)(=[O:18])[C:13]([O:15][CH2:16][CH3:17])=[O:14].CCCCCC. Product: [F:2][C:3]1[CH:8]=[CH:7][C:6]([C:9](=[O:11])[CH2:10][C:12](=[O:18])[C:13]([O:15][CH2:16][CH3:17])=[O:14])=[CH:5][CH:4]=1. The catalyst class is: 653. (2) Reactant: C[O:2][C:3](=[O:20])[CH2:4][N:5]([S:10]([C:13]1[CH:18]=[CH:17][C:16]([F:19])=[CH:15][CH:14]=1)(=[O:12])=[O:11])[CH2:6][CH:7]([OH:9])[CH3:8].[OH-].[K+]. Product: [F:19][C:16]1[CH:15]=[CH:14][C:13]([S:10]([N:5]([CH2:4][C:3]([OH:20])=[O:2])[CH2:6][CH:7]([OH:9])[CH3:8])(=[O:12])=[O:11])=[CH:18][CH:17]=1. The catalyst class is: 38. (3) Reactant: [CH3:1][O:2][C:3]1[CH:11]=[C:10]2[C:6]([CH2:7][N:8]([C:13]3[CH:14]=[C:15]4[C:20](=[CH:21][CH:22]=3)[N:19]=[CH:18][CH:17]=[CH:16]4)[C:9]2=[O:12])=[CH:5][CH:4]=1.ClC1C=C(C=CC=1)C(OO)=[O:28]. Product: [CH3:1][O:2][C:3]1[CH:11]=[C:10]2[C:6]([CH2:7][N:8]([C:13]3[CH:14]=[C:15]4[C:20](=[CH:21][CH:22]=3)[N+:19]([O-:28])=[CH:18][CH:17]=[CH:16]4)[C:9]2=[O:12])=[CH:5][CH:4]=1. The catalyst class is: 22. (4) Reactant: C(OC(=O)[NH:10][C:11]1([C:14]2[NH:18][CH:17]=[N:16][N:15]=2)[CH2:13][CH2:12]1)C1C=CC=CC=1. Product: [N:16]1[N:15]=[C:14]([C:11]2([NH2:10])[CH2:13][CH2:12]2)[NH:18][CH:17]=1. The catalyst class is: 19. (5) Reactant: Br[C:2]1[CH:29]=[C:5]2[N:6]=[C:7]([CH3:28])[C:8]([C@H:18]([O:23][C:24]([CH3:27])([CH3:26])[CH3:25])[C:19]([O:21][CH3:22])=[O:20])=[C:9]([N:10]3[CH2:15][CH2:14][C:13]([CH3:17])([CH3:16])[CH2:12][CH2:11]3)[N:4]2[N:3]=1.[CH2:30]([N:37]1[CH:41]=[C:40](B(O)O)[CH:39]=[N:38]1)[C:31]1[CH:36]=[CH:35][CH:34]=[CH:33][CH:32]=1. Product: [CH2:30]([N:37]1[CH:41]=[C:40]([C:2]2[CH:29]=[C:5]3[N:6]=[C:7]([CH3:28])[C:8]([C@H:18]([O:23][C:24]([CH3:27])([CH3:26])[CH3:25])[C:19]([O:21][CH3:22])=[O:20])=[C:9]([N:10]4[CH2:15][CH2:14][C:13]([CH3:17])([CH3:16])[CH2:12][CH2:11]4)[N:4]3[N:3]=2)[CH:39]=[N:38]1)[C:31]1[CH:36]=[CH:35][CH:34]=[CH:33][CH:32]=1. The catalyst class is: 151.